This data is from Forward reaction prediction with 1.9M reactions from USPTO patents (1976-2016). The task is: Predict the product of the given reaction. (1) Given the reactants Cl[C:2]1[C:3]2[N:10]([CH2:11][CH2:12][NH:13][C:14](=[O:20])[O:15][C:16]([CH3:19])([CH3:18])[CH3:17])[CH:9]=[CH:8][C:4]=2[N:5]=[CH:6][N:7]=1.[NH2:21][C:22]1[CH:38]=[CH:37][C:25]([O:26][C:27]2[CH:35]=[CH:34][CH:33]=[C:32]3[C:28]=2[CH2:29][C:30](=[O:36])[NH:31]3)=[C:24]([Cl:39])[CH:23]=1.C(=O)([O-])O.[Na+], predict the reaction product. The product is: [Cl:39][C:24]1[CH:23]=[C:22]([NH:21][C:2]2[C:3]3[N:10]([CH2:11][CH2:12][NH:13][C:14](=[O:20])[O:15][C:16]([CH3:19])([CH3:18])[CH3:17])[CH:9]=[CH:8][C:4]=3[N:5]=[CH:6][N:7]=2)[CH:38]=[CH:37][C:25]=1[O:26][C:27]1[CH:35]=[CH:34][CH:33]=[C:32]2[C:28]=1[CH2:29][C:30](=[O:36])[NH:31]2. (2) Given the reactants Br[C:2]1[CH:7]=[C:6](C)[CH:5]=[CH:4][N:3]=1.[NH2:9][CH:10]1[CH2:15][CH2:14][N:13]([CH2:16][C:17]2[CH:22]=[CH:21][CH:20]=[CH:19][CH:18]=2)[CH2:12][CH2:11]1.[C:23](OCC)(=O)C.C(=O)(O)[O-].[Na+], predict the reaction product. The product is: [CH2:16]([N:13]1[CH2:14][CH2:15][CH:10]([NH:9][C:2]2[CH:7]=[CH:6][C:5]([CH3:23])=[CH:4][N:3]=2)[CH2:11][CH2:12]1)[C:17]1[CH:22]=[CH:21][CH:20]=[CH:19][CH:18]=1.